From a dataset of Reaction yield outcomes from USPTO patents with 853,638 reactions. Predict the reaction yield, written as a fraction of the theoretical maximum amount of product (1.0 means a 100% yield; for example, 0.34 means a 34% yield). (1) The reactants are [BrH:1].BrC[C:4]1[CH:5]=[C:6]2[C:10](=[CH:11][CH:12]=1)[NH:9][N:8]=[CH:7]2.[O:13]1[CH:18]=[CH:17][CH2:16][CH2:15][CH2:14]1.Cl[CH2:20]Cl. The catalyst is O1CCCC1. The product is [Br:1][CH2:20][C:5]1[CH:4]=[CH:12][CH:11]=[C:10]2[C:6]=1[CH:7]=[N:8][N:9]2[CH:18]1[CH2:17][CH2:16][CH2:15][CH2:14][O:13]1. The yield is 0.780. (2) The yield is 0.720. The catalyst is C(Cl)Cl. The product is [Cl:21][C:22]1[CH:27]=[CH:26][C:25]([NH:28][C:29]([NH:11][C:10]2[CH:12]=[CH:13][CH:14]=[C:8]([C:6]3[C:5]([C:15]4[CH:16]=[CH:17][N:18]=[CH:19][CH:20]=4)=[N:4][N:3]([CH2:1][CH3:2])[CH:7]=3)[CH:9]=2)=[O:30])=[CH:24][C:23]=1[C:31]([F:32])([F:33])[F:34]. The reactants are [CH2:1]([N:3]1[CH:7]=[C:6]([C:8]2[CH:9]=[C:10]([CH:12]=[CH:13][CH:14]=2)[NH2:11])[C:5]([C:15]2[CH:20]=[CH:19][N:18]=[CH:17][CH:16]=2)=[N:4]1)[CH3:2].[Cl:21][C:22]1[CH:27]=[CH:26][C:25]([N:28]=[C:29]=[O:30])=[CH:24][C:23]=1[C:31]([F:34])([F:33])[F:32].